This data is from Full USPTO retrosynthesis dataset with 1.9M reactions from patents (1976-2016). The task is: Predict the reactants needed to synthesize the given product. (1) Given the product [F:17][C:18]1[CH:23]=[C:22]([F:24])[CH:21]=[CH:20][C:19]=1[C:2]1[CH:7]=[C:6]([N+:8]([O-:10])=[O:9])[CH:5]=[C:4]([N:11]2[CH2:16][CH2:15][CH2:14][CH2:13][CH2:12]2)[CH:3]=1, predict the reactants needed to synthesize it. The reactants are: I[C:2]1[CH:3]=[C:4]([N:11]2[CH2:16][CH2:15][CH2:14][CH2:13][CH2:12]2)[CH:5]=[C:6]([N+:8]([O-:10])=[O:9])[CH:7]=1.[F:17][C:18]1[CH:23]=[C:22]([F:24])[CH:21]=[CH:20][C:19]=1B(O)O.C([O-])([O-])=O.[Na+].[Na+]. (2) Given the product [Br:5][C:6]1[S:10][CH:9]=[N:8][C:7]=1[CH:12]([CH3:14])[CH3:13], predict the reactants needed to synthesize it. The reactants are: [N+]([O-])(O)=O.[Br:5][C:6]1[S:10][C:9](N)=[N:8][C:7]=1[CH:12]([CH3:14])[CH3:13].P(=O)(O)(O)O.N([O-])=O.[Na+].O[PH2]=O. (3) Given the product [Br:1][C:2]1[CH:7]=[CH:6][C:5]([N+:8]([O-:10])=[O:9])=[C:4]([CH:3]=1)[NH:19][CH2:18][CH:15]1[CH2:16][CH2:17][O:12][CH2:13][CH2:14]1, predict the reactants needed to synthesize it. The reactants are: [Br:1][C:2]1[CH:7]=[CH:6][C:5]([N+:8]([O-:10])=[O:9])=[C:4](F)[CH:3]=1.[O:12]1[CH2:17][CH2:16][CH:15]([CH2:18][NH2:19])[CH2:14][CH2:13]1.C(=O)([O-])[O-].[K+].[K+]. (4) Given the product [C:1]([C:3]1[CH:4]=[N:5][N:6]2[C:11](=[O:12])[C:10]([CH2:13][CH3:14])=[C:9]([C:15]([NH2:21])=[O:16])[N:8]([CH3:20])[C:7]=12)#[N:2], predict the reactants needed to synthesize it. The reactants are: [C:1]([C:3]1[CH:4]=[N:5][N:6]2[C:11](=[O:12])[C:10]([CH2:13][CH3:14])=[C:9]([C:15](OCC)=[O:16])[N:8]([CH3:20])[C:7]=12)#[N:2].[NH4+:21].[OH-]. (5) Given the product [N:1]1([C:6]2[CH:7]=[C:8]([CH2:9][NH2:10])[CH:11]=[CH:12][CH:13]=2)[CH2:5][CH2:4][CH2:3][CH2:2]1, predict the reactants needed to synthesize it. The reactants are: [N:1]1([C:6]2[CH:7]=[C:8]([CH:11]=[CH:12][CH:13]=2)[C:9]#[N:10])[CH2:5][CH2:4][CH2:3][CH2:2]1.[H][H]. (6) Given the product [NH2:54][C:41](=[O:42])[CH2:40][C:35]1[CH:36]=[CH:37][CH:38]=[CH:39][C:34]=1[CH2:33][CH2:32][C:30]1[C:29]([C:44]([F:45])([F:46])[F:47])=[CH:28][N:27]=[C:26]([NH:25][C:23]2[CH:22]=[N:21][N:20]([CH:17]3[CH2:18][CH2:19][N:14]([C:12]([O:11][C:7]([CH3:8])([CH3:9])[CH3:10])=[O:13])[CH2:15][CH2:16]3)[CH:24]=2)[N:31]=1, predict the reactants needed to synthesize it. The reactants are: C(=O)([O-])[O-].[NH4+].[NH4+].[C:7]([O:11][C:12]([N:14]1[CH2:19][CH2:18][CH:17]([N:20]2[CH:24]=[C:23]([NH:25][C:26]3[N:31]=[C:30]([CH2:32][CH2:33][C:34]4[CH:39]=[CH:38][CH:37]=[CH:36][C:35]=4[CH2:40][C:41](O)=[O:42])[C:29]([C:44]([F:47])([F:46])[F:45])=[CH:28][N:27]=3)[CH:22]=[N:21]2)[CH2:16][CH2:15]1)=[O:13])([CH3:10])([CH3:9])[CH3:8].C1C=CC2N(O)N=[N:54]C=2C=1.CCN=C=NCCCN(C)C.Cl.Cl.